Task: Predict the product of the given reaction.. Dataset: Forward reaction prediction with 1.9M reactions from USPTO patents (1976-2016) (1) Given the reactants C(N(CC)CC)C.[C:8](Cl)(=[O:10])[CH3:9].Cl.[C:13]([NH:17][C:18]([C:20]1[CH:24]=[C:23]([C:25]2[CH:30]=[CH:29][C:28]([CH2:31][NH2:32])=[CH:27][N:26]=2)[N:22]([C:33]2[CH:34]=[N:35][CH:36]=[CH:37][CH:38]=2)[N:21]=1)=[O:19])([CH3:16])([CH3:15])[CH3:14].O, predict the reaction product. The product is: [C:13]([NH:17][C:18]([C:20]1[CH:24]=[C:23]([C:25]2[CH:30]=[CH:29][C:28]([CH2:31][NH:32][C:8](=[O:10])[CH3:9])=[CH:27][N:26]=2)[N:22]([C:33]2[CH:34]=[N:35][CH:36]=[CH:37][CH:38]=2)[N:21]=1)=[O:19])([CH3:16])([CH3:14])[CH3:15]. (2) Given the reactants Cl[C:2]1[CH:3]=[C:4]([F:15])[C:5]([C:8]2[CH:9]=[N:10][C:11]([NH2:14])=[N:12][CH:13]=2)=[N:6][CH:7]=1.[CH3:16][C:17]1([CH3:33])[C:21]([CH3:23])([CH3:22])[O:20][B:19]([B:19]2[O:20][C:21]([CH3:23])([CH3:22])[C:17]([CH3:33])([CH3:16])[O:18]2)[O:18]1.CC([O-])=O.[K+], predict the reaction product. The product is: [F:15][C:4]1[C:5]([C:8]2[CH:9]=[N:10][C:11]([NH2:14])=[N:12][CH:13]=2)=[N:6][CH:7]=[C:2]([B:19]2[O:20][C:21]([CH3:23])([CH3:22])[C:17]([CH3:33])([CH3:16])[O:18]2)[CH:3]=1. (3) The product is: [Cl:52][C:47]1[C:48]([O:50][CH3:51])=[N:49][C:44](/[C:36](/[C:7]2[CH:8]=[CH:9][C:4]([CH:1]([CH3:3])[CH3:2])=[CH:5][CH:6]=2)=[CH:37]/[CH:38]2[CH2:43][CH2:42][O:41][CH2:40][CH2:39]2)=[CH:45][CH:46]=1. Given the reactants [CH:1]([C:4]1[CH:9]=[CH:8][C:7](B(O)O)=[CH:6][CH:5]=1)([CH3:3])[CH3:2].O1C=CC=C1P(C1OC=CC=1)C1OC=CC=1.C(=O)([O-])[O-].[Cs+].[Cs+].Br/[C:36](/[C:44]1[N:49]=[C:48]([O:50][CH3:51])[C:47]([Cl:52])=[CH:46][CH:45]=1)=[CH:37]\[CH:38]1[CH2:43][CH2:42][O:41][CH2:40][CH2:39]1, predict the reaction product. (4) Given the reactants C1(P(C2CCCCC2)C2C=CC=CC=2C2C(C(C)C)=CC(C(C)C)=CC=2C(C)C)CCCCC1.[O:35]1[CH2:40][CH2:39][N:38]([C:41]2[C:46]([NH2:47])=[CH:45][C:44]([N:48]3[CH2:53][CH2:52][O:51][CH2:50][CH2:49]3)=[CH:43][N:42]=2)[CH2:37][CH2:36]1.Cl[C:55]1[C:64]2[C:59](=[CH:60][C:61]([F:66])=[CH:62][C:63]=2[F:65])[N:58]=[C:57]([C:67]2[CH:68]=[N:69][C:70]([N:73]3[CH2:78][CH2:77][N:76]([CH3:79])[CH2:75][CH2:74]3)=[CH:71][CH:72]=2)[C:56]=1[CH3:80].CC(C)([O-])C.[Na+], predict the reaction product. The product is: [O:35]1[CH2:40][CH2:39][N:38]([C:41]2[C:46]([NH:47][C:55]3[C:64]4[C:59](=[CH:60][C:61]([F:66])=[CH:62][C:63]=4[F:65])[N:58]=[C:57]([C:67]4[CH:68]=[N:69][C:70]([N:73]5[CH2:74][CH2:75][N:76]([CH3:79])[CH2:77][CH2:78]5)=[CH:71][CH:72]=4)[C:56]=3[CH3:80])=[CH:45][C:44]([N:48]3[CH2:49][CH2:50][O:51][CH2:52][CH2:53]3)=[CH:43][N:42]=2)[CH2:37][CH2:36]1. (5) Given the reactants [OH:1][C:2]([C:4]([F:7])([F:6])[F:5])=[O:3].[CH3:8][CH:9]1[CH2:14][CH2:13][N:12]([C:15]([C:17]2[CH:25]=[CH:24][C:23]3[N:22]([S:26]([C:29]4[CH:34]=[CH:33][CH:32]=[CH:31][CH:30]=4)(=[O:28])=[O:27])[C:21]4[CH2:35][CH2:36][NH:37][CH2:38][C:20]=4[C:19]=3[CH:18]=2)=[O:16])[CH2:11][CH2:10]1.[O:39]1[CH2:44][CH2:43][C:42](=O)[CH2:41][CH2:40]1.C(O[BH-](OC(=O)C)OC(=O)C)(=O)C.[Na+].[OH-].[Na+], predict the reaction product. The product is: [CH3:8][CH:9]1[CH2:10][CH2:11][N:12]([C:15]([C:17]2[CH:25]=[CH:24][C:23]3[N:22]([S:26]([C:29]4[CH:30]=[CH:31][CH:32]=[CH:33][CH:34]=4)(=[O:27])=[O:28])[C:21]4[CH2:35][CH2:36][N:37]([CH:42]5[CH2:43][CH2:44][O:39][CH2:40][CH2:41]5)[CH2:38][C:20]=4[C:19]=3[CH:18]=2)=[O:16])[CH2:13][CH2:14]1.[C:2]([OH:3])([C:4]([F:7])([F:6])[F:5])=[O:1]. (6) Given the reactants [CH:1]1([CH:6]=O)[CH2:5][CH2:4][CH2:3][CH2:2]1.[C:8]([S@:12]([NH-:14])=[O:13])([CH3:11])([CH3:10])[CH3:9], predict the reaction product. The product is: [CH:1]1(/[CH:6]=[N:14]/[S@@:12]([C:8]([CH3:11])([CH3:10])[CH3:9])=[O:13])[CH2:5][CH2:4][CH2:3][CH2:2]1. (7) Given the reactants [NH2:1][C:2]1[C:3]([C:13]([O:15]CC)=[O:14])=[N:4][C:5]2[C:10]([CH:11]=1)=[CH:9][CH:8]=[C:7]([Br:12])[CH:6]=2.O.[OH-].[Li+].C1COCC1.CC(O)=O, predict the reaction product. The product is: [NH2:1][C:2]1[C:3]([C:13]([OH:15])=[O:14])=[N:4][C:5]2[C:10]([CH:11]=1)=[CH:9][CH:8]=[C:7]([Br:12])[CH:6]=2. (8) Given the reactants [NH2:1][C:2]1[CH:10]=[C:9]2[C:5]([C:6]([C:14]3[CH:19]=[C:18]([F:20])[C:17]([F:21])=[C:16]([F:22])[CH:15]=3)=[CH:7][N:8]2[CH:11]([CH3:13])[CH3:12])=[CH:4][CH:3]=1.ClCCl.N1C=CC=CC=1.[CH3:32][S:33](Cl)(=[O:35])=[O:34], predict the reaction product. The product is: [CH:11]([N:8]1[C:9]2[C:5](=[CH:4][CH:3]=[C:2]([NH:1][S:33]([CH3:32])(=[O:35])=[O:34])[CH:10]=2)[C:6]([C:14]2[CH:19]=[C:18]([F:20])[C:17]([F:21])=[C:16]([F:22])[CH:15]=2)=[CH:7]1)([CH3:13])[CH3:12]. (9) Given the reactants [C:1]([Si:5]([CH3:27])([CH3:26])[O:6][CH2:7][CH2:8][O:9][C:10]1[CH:25]=[CH:24][C:13]([O:14][C:15]2[CH:22]=[CH:21][C:20]([I:23])=[CH:19][C:16]=2C=O)=[CH:12][CH:11]=1)([CH3:4])([CH3:3])[CH3:2].[CH3:28][Si:29](N[Si:29]([CH3:31])([CH3:30])[CH3:28])([CH3:31])[CH3:30].C([Li])CCC.C[Si](Cl)(C)C.[CH2:47]([N:49]([CH2:52]C)CC)[CH3:48].C(Cl)(=[O:56])C, predict the reaction product. The product is: [C:1]([Si:5]([CH3:27])([CH3:26])[O:6][CH2:7][CH2:8][O:9][C:10]1[CH:11]=[CH:12][C:13]([O:14][C:15]2[CH:22]=[CH:21][C:20]([I:23])=[CH:19][C:16]=2[CH:52]=[N:49][C:47]([O:56][Si:29]([CH3:31])([CH3:30])[CH3:28])=[CH2:48])=[CH:24][CH:25]=1)([CH3:4])([CH3:2])[CH3:3].